This data is from NCI-60 drug combinations with 297,098 pairs across 59 cell lines. The task is: Regression. Given two drug SMILES strings and cell line genomic features, predict the synergy score measuring deviation from expected non-interaction effect. (1) Drug 1: C1CCN(CC1)CCOC2=CC=C(C=C2)C(=O)C3=C(SC4=C3C=CC(=C4)O)C5=CC=C(C=C5)O. Drug 2: CC12CCC3C(C1CCC2=O)CC(=C)C4=CC(=O)C=CC34C. Cell line: MCF7. Synergy scores: CSS=44.6, Synergy_ZIP=-3.42, Synergy_Bliss=-4.14, Synergy_Loewe=-2.34, Synergy_HSA=-2.29. (2) Drug 2: CC1=C(N=C(N=C1N)C(CC(=O)N)NCC(C(=O)N)N)C(=O)NC(C(C2=CN=CN2)OC3C(C(C(C(O3)CO)O)O)OC4C(C(C(C(O4)CO)O)OC(=O)N)O)C(=O)NC(C)C(C(C)C(=O)NC(C(C)O)C(=O)NCCC5=NC(=CS5)C6=NC(=CS6)C(=O)NCCC[S+](C)C)O. Synergy scores: CSS=19.5, Synergy_ZIP=-1.05, Synergy_Bliss=-2.72, Synergy_Loewe=-11.7, Synergy_HSA=-1.26. Drug 1: CC1=CC=C(C=C1)C2=CC(=NN2C3=CC=C(C=C3)S(=O)(=O)N)C(F)(F)F. Cell line: HS 578T. (3) Drug 1: CC1C(C(CC(O1)OC2CC(OC(C2O)C)OC3=CC4=CC5=C(C(=O)C(C(C5)C(C(=O)C(C(C)O)O)OC)OC6CC(C(C(O6)C)O)OC7CC(C(C(O7)C)O)OC8CC(C(C(O8)C)O)(C)O)C(=C4C(=C3C)O)O)O)O. Drug 2: B(C(CC(C)C)NC(=O)C(CC1=CC=CC=C1)NC(=O)C2=NC=CN=C2)(O)O. Cell line: UACC62. Synergy scores: CSS=85.4, Synergy_ZIP=7.82, Synergy_Bliss=7.53, Synergy_Loewe=4.67, Synergy_HSA=7.76. (4) Synergy scores: CSS=21.4, Synergy_ZIP=3.05, Synergy_Bliss=11.5, Synergy_Loewe=9.02, Synergy_HSA=10.6. Drug 2: CNC(=O)C1=NC=CC(=C1)OC2=CC=C(C=C2)NC(=O)NC3=CC(=C(C=C3)Cl)C(F)(F)F. Drug 1: CC1=C2C(C(=O)C3(C(CC4C(C3C(C(C2(C)C)(CC1OC(=O)C(C(C5=CC=CC=C5)NC(=O)C6=CC=CC=C6)O)O)OC(=O)C7=CC=CC=C7)(CO4)OC(=O)C)O)C)OC(=O)C. Cell line: UACC-257. (5) Drug 1: CC1=C(C=C(C=C1)NC(=O)C2=CC=C(C=C2)CN3CCN(CC3)C)NC4=NC=CC(=N4)C5=CN=CC=C5. Drug 2: CC1=C2C(C(=O)C3(C(CC4C(C3C(C(C2(C)C)(CC1OC(=O)C(C(C5=CC=CC=C5)NC(=O)C6=CC=CC=C6)O)O)OC(=O)C7=CC=CC=C7)(CO4)OC(=O)C)O)C)OC(=O)C. Cell line: MCF7. Synergy scores: CSS=27.0, Synergy_ZIP=4.63, Synergy_Bliss=7.60, Synergy_Loewe=-47.4, Synergy_HSA=-2.05. (6) Drug 1: C1CC(C1)(C(=O)O)C(=O)O.[NH2-].[NH2-].[Pt+2]. Drug 2: COCCOC1=C(C=C2C(=C1)C(=NC=N2)NC3=CC=CC(=C3)C#C)OCCOC.Cl. Cell line: TK-10. Synergy scores: CSS=32.4, Synergy_ZIP=0.832, Synergy_Bliss=4.38, Synergy_Loewe=-22.6, Synergy_HSA=3.87. (7) Drug 1: CN1C2=C(C=C(C=C2)N(CCCl)CCCl)N=C1CCCC(=O)O.Cl. Drug 2: CC(C)(C#N)C1=CC(=CC(=C1)CN2C=NC=N2)C(C)(C)C#N. Cell line: HCT-15. Synergy scores: CSS=0.278, Synergy_ZIP=5.03, Synergy_Bliss=7.97, Synergy_Loewe=0.335, Synergy_HSA=1.31. (8) Drug 1: C1=NC(=NC(=O)N1C2C(C(C(O2)CO)O)O)N. Drug 2: CC1=C(C(=O)C2=C(C1=O)N3CC4C(C3(C2COC(=O)N)OC)N4)N. Cell line: K-562. Synergy scores: CSS=62.3, Synergy_ZIP=3.75, Synergy_Bliss=3.19, Synergy_Loewe=5.69, Synergy_HSA=8.37. (9) Drug 1: C1CN1C2=NC(=NC(=N2)N3CC3)N4CC4. Drug 2: CC(C)(C#N)C1=CC(=CC(=C1)CN2C=NC=N2)C(C)(C)C#N. Cell line: RPMI-8226. Synergy scores: CSS=23.8, Synergy_ZIP=1.92, Synergy_Bliss=5.46, Synergy_Loewe=-3.06, Synergy_HSA=2.35. (10) Drug 1: CCC1(CC2CC(C3=C(CCN(C2)C1)C4=CC=CC=C4N3)(C5=C(C=C6C(=C5)C78CCN9C7C(C=CC9)(C(C(C8N6C)(C(=O)OC)O)OC(=O)C)CC)OC)C(=O)OC)O.OS(=O)(=O)O. Drug 2: COCCOC1=C(C=C2C(=C1)C(=NC=N2)NC3=CC=CC(=C3)C#C)OCCOC.Cl. Cell line: MOLT-4. Synergy scores: CSS=-9.08, Synergy_ZIP=5.18, Synergy_Bliss=3.56, Synergy_Loewe=-4.93, Synergy_HSA=-4.94.